Dataset: Tyrosyl-DNA phosphodiesterase HTS with 341,365 compounds. Task: Binary Classification. Given a drug SMILES string, predict its activity (active/inactive) in a high-throughput screening assay against a specified biological target. (1) The result is 0 (inactive). The molecule is S(=O)(=O)(N(c1ccc(C(=O)N2CCN(CC2)C(OCC)=O)cc1)C)C. (2) The compound is S=C(NC(=O)c1cc(OC)c(OC)cc1)Nc1cccnc1. The result is 0 (inactive). (3) The drug is N1(CCCCC1)Cc1[nH]c2c(n1)cc1c(c2)cccc1. The result is 0 (inactive). (4) The compound is S1CCN(CC(=O)N2CCC(CC2)C)c2c1ccc(S(=O)(=O)N(C)C)c2. The result is 0 (inactive). (5) The molecule is O=C1N(C(=O)NC1(c1ccc(cc1)C)C)CC(=O)Nc1c(C(=O)NC2CCCC2)cccc1. The result is 0 (inactive).